From a dataset of Catalyst prediction with 721,799 reactions and 888 catalyst types from USPTO. Predict which catalyst facilitates the given reaction. (1) Reactant: [Cl:1][C:2]1[CH:3]=[C:4]([CH2:9][NH:10][C:11]2([CH3:24])[CH2:16][CH2:15][N:14](C(OC(C)(C)C)=O)[CH2:13][CH2:12]2)[CH:5]=[CH:6][C:7]=1[Cl:8].Cl. Product: [Cl:1][C:2]1[CH:3]=[C:4]([CH2:9][NH:10][C:11]2([CH3:24])[CH2:12][CH2:13][NH:14][CH2:15][CH2:16]2)[CH:5]=[CH:6][C:7]=1[Cl:8]. The catalyst class is: 2. (2) Reactant: [F:1][C:2]1[CH:28]=[CH:27][C:5]([O:6][CH2:7][C@H:8]2[CH2:26][N:12]3[CH2:13][CH2:14][N:15]([C:17]4[CH:22]=[CH:21][C:20]([N+:23]([O-])=O)=[CH:19][CH:18]=4)[CH2:16][C@@H:11]3[CH2:10][CH2:9]2)=[CH:4][CH:3]=1. Product: [F:1][C:2]1[CH:3]=[CH:4][C:5]([O:6][CH2:7][C@H:8]2[CH2:26][N:12]3[CH2:13][CH2:14][N:15]([C:17]4[CH:22]=[CH:21][C:20]([NH2:23])=[CH:19][CH:18]=4)[CH2:16][C@@H:11]3[CH2:10][CH2:9]2)=[CH:27][CH:28]=1. The catalyst class is: 123. (3) Reactant: [NH2:1][C:2]1[CH:7]=[CH:6][C:5]([C:8]2[N:13]=[C:12]([N:14]3[CH2:19][CH2:18][O:17][CH2:16][CH2:15]3)[C:11]3=[CH:20][C:21]([C:23]([O:25]C)=[O:24])=[CH:22][N:10]3[N:9]=2)=[CH:4][CH:3]=1.[OH-].[Na+].C(O)(=O)C. Product: [NH2:1][C:2]1[CH:7]=[CH:6][C:5]([C:8]2[N:13]=[C:12]([N:14]3[CH2:15][CH2:16][O:17][CH2:18][CH2:19]3)[C:11]3=[CH:20][C:21]([C:23]([OH:25])=[O:24])=[CH:22][N:10]3[N:9]=2)=[CH:4][CH:3]=1. The catalyst class is: 8. (4) Reactant: [C:1]([O:5][C:6](=[O:14])[CH2:7][O:8][CH2:9][CH2:10][CH2:11][CH2:12]O)([CH3:4])([CH3:3])[CH3:2].C1(P(C2C=CC=CC=2)C2C=CC=CC=2)C=CC=CC=1.C(Br)(Br)(Br)[Br:35]. Product: [C:1]([O:5][C:6](=[O:14])[CH2:7][O:8][CH2:9][CH2:10][CH2:11][CH2:12][Br:35])([CH3:4])([CH3:3])[CH3:2]. The catalyst class is: 4. (5) Reactant: [O-]CC.[Na+].C(OC(C)C)(C)C.[C:12]([O:21]CC)(=O)[CH2:13][CH2:14][C:15](OCC)=O.[F:24][C:25]([F:32])([F:31])C(OCC)=O.Cl.S(=O)(=O)(O)O.O.[NH2:40][NH2:41]. Product: [F:24][C:25]([F:32])([F:31])[C:15]1[CH2:14][CH2:13][C:12](=[O:21])[NH:40][N:41]=1. The catalyst class is: 8. (6) Reactant: CN(C(ON1N=NC2C=CC=NC1=2)=[N+](C)C)C.F[P-](F)(F)(F)(F)F.[F:25][C:26]1[CH:31]=[CH:30][CH:29]=[CH:28][C:27]=1[N:32]1[C:40]2[C:35](=[C:36]([N:41]3[CH2:45][CH2:44][N:43]([CH2:46][C:47](O)=[O:48])[C:42]3=[O:50])[CH:37]=[CH:38][CH:39]=2)[CH:34]=[N:33]1.Cl.[F:52][CH:53]1[CH2:58][CH2:57][CH2:56][NH:55][CH2:54]1.C(N(CC)CC)C. Product: [F:25][C:26]1[CH:31]=[CH:30][CH:29]=[CH:28][C:27]=1[N:32]1[C:40]2[C:35](=[C:36]([N:41]3[CH2:45][CH2:44][N:43]([CH2:46][C:47]([N:55]4[CH2:56][CH2:57][CH2:58][CH:53]([F:52])[CH2:54]4)=[O:48])[C:42]3=[O:50])[CH:37]=[CH:38][CH:39]=2)[CH:34]=[N:33]1. The catalyst class is: 9.